Regression/Classification. Given a drug SMILES string, predict its absorption, distribution, metabolism, or excretion properties. Task type varies by dataset: regression for continuous measurements (e.g., permeability, clearance, half-life) or binary classification for categorical outcomes (e.g., BBB penetration, CYP inhibition). Dataset: cyp2d6_veith. From a dataset of CYP2D6 inhibition data for predicting drug metabolism from PubChem BioAssay. The molecule is Cn1c(SC2CCCCC2=O)nnc1-c1ccncc1. The result is 0 (non-inhibitor).